This data is from Peptide-MHC class II binding affinity with 134,281 pairs from IEDB. The task is: Regression. Given a peptide amino acid sequence and an MHC pseudo amino acid sequence, predict their binding affinity value. This is MHC class II binding data. (1) The peptide sequence is GELQIVDKIDQAFKI. The MHC is DRB1_0404 with pseudo-sequence DRB1_0404. The binding affinity (normalized) is 0.463. (2) The peptide sequence is PEQIQLLKKAFDAFD. The MHC is DRB1_0802 with pseudo-sequence DRB1_0802. The binding affinity (normalized) is 0.822. (3) The peptide sequence is PGGAKKPLRPRWCDE. The MHC is DRB4_0103 with pseudo-sequence DRB4_0103. The binding affinity (normalized) is 0.349. (4) The peptide sequence is QGEPGRVIRGKKGAG. The MHC is DRB3_0202 with pseudo-sequence DRB3_0202. The binding affinity (normalized) is 0. (5) The peptide sequence is AFKVAATANNAAPAN. The MHC is HLA-DPA10103-DPB10301 with pseudo-sequence HLA-DPA10103-DPB10301. The binding affinity (normalized) is 0.602. (6) The peptide sequence is VVNPSVKTVREAGILITA. The MHC is DRB1_0404 with pseudo-sequence DRB1_0404. The binding affinity (normalized) is 0. (7) The peptide sequence is GLDVVDAVSNALIKS. The MHC is DRB3_0101 with pseudo-sequence DRB3_0101. The binding affinity (normalized) is 0.392. (8) The peptide sequence is ASRELERFALNPSLL. The MHC is DRB1_0901 with pseudo-sequence DRB1_0901. The binding affinity (normalized) is 0.351. (9) The peptide sequence is EPGHLAPTGMFVAAA. The MHC is HLA-DQA10401-DQB10402 with pseudo-sequence HLA-DQA10401-DQB10402. The binding affinity (normalized) is 0.327.